Dataset: Full USPTO retrosynthesis dataset with 1.9M reactions from patents (1976-2016). Task: Predict the reactants needed to synthesize the given product. Given the product [CH2:20]([N:1]1[C:11]2[C:6](=[CH:7][CH:8]=[CH:9][CH:10]=2)[C:4](=[O:5])[C:2]1=[O:3])[C:19]#[CH:18], predict the reactants needed to synthesize it. The reactants are: [NH:1]1[C:11]2[C:6](=[CH:7][CH:8]=[CH:9][CH:10]=2)[C:4](=[O:5])[C:2]1=[O:3].C(=O)([O-])[O-].[Cs+].[Cs+].[CH2:18](Br)[C:19]#[CH:20].